Dataset: Reaction yield outcomes from USPTO patents with 853,638 reactions. Task: Predict the reaction yield, written as a fraction of the theoretical maximum amount of product (1.0 means a 100% yield; for example, 0.34 means a 34% yield). (1) The reactants are C(Cl)(Cl)Cl.[F:5][C:6]1[CH:7]=[C:8]([CH:12]2[C:16]([OH:17])=[C:15]([C:18]([CH3:20])=[O:19])[CH2:14][S:13]2)[CH:9]=[CH:10][CH:11]=1.S(Cl)(Cl)(=O)=O. The catalyst is O. The product is [F:5][C:6]1[CH:7]=[C:8]([C:12]2[S:13][CH:14]=[C:15]([C:18]([CH3:20])=[O:19])[C:16]=2[OH:17])[CH:9]=[CH:10][CH:11]=1. The yield is 0.440. (2) The reactants are [CH:1]([C:4]1[N:5]=[C:6]([C:23]2[CH:28]=[CH:27][C:26]([C:29]([F:32])([F:31])[F:30])=[CH:25][CH:24]=2)[S:7][C:8]=1[CH2:9][NH:10][C:11]1[CH:16]=[CH:15][C:14]([C@@H:17]2[CH2:19][C@H:18]2[C:20](O)=[O:21])=[CH:13][CH:12]=1)([CH3:3])[CH3:2].CN(C(ON1N=[N:48][C:43]2[CH:44]=CC=N[C:42]1=2)=[N+](C)C)C.F[P-](F)(F)(F)(F)F.C(N)(C)C. The catalyst is ClCCl.CN(C=O)C. The product is [CH:43]([NH:48][C:20]([C@@H:18]1[CH2:19][C@H:17]1[C:14]1[CH:15]=[CH:16][C:11]([NH:10][CH2:9][C:8]2[S:7][C:6]([C:23]3[CH:24]=[CH:25][C:26]([C:29]([F:32])([F:30])[F:31])=[CH:27][CH:28]=3)=[N:5][C:4]=2[CH:1]([CH3:2])[CH3:3])=[CH:12][CH:13]=1)=[O:21])([CH3:44])[CH3:42]. The yield is 0.220. (3) The catalyst is C(Cl)Cl. The product is [Si:1]([O:18][CH2:19][C:20]1[C:25]([S:51]([CH3:34])(=[O:54])=[O:52])=[CH:24][C:23]([NH:28][S:29]([CH3:32])(=[O:31])=[O:30])=[C:22]([I:33])[CH:21]=1)([C:14]([CH3:17])([CH3:15])[CH3:16])([C:2]1[CH:7]=[CH:6][CH:5]=[CH:4][CH:3]=1)[C:8]1[CH:13]=[CH:12][CH:11]=[CH:10][CH:9]=1. The yield is 0.800. The reactants are [Si:1]([O:18][CH2:19][C:20]1[C:25](SC)=[CH:24][C:23]([NH:28][S:29]([CH3:32])(=[O:31])=[O:30])=[C:22]([I:33])[CH:21]=1)([C:14]([CH3:17])([CH3:16])[CH3:15])([C:8]1[CH:13]=[CH:12][CH:11]=[CH:10][CH:9]=1)[C:2]1[CH:7]=[CH:6][CH:5]=[CH:4][CH:3]=1.[CH:34]1C=C(Cl)C=C(C(OO)=O)C=1.C([O-])(O)=O.[Na+].[O-][S:51]([O-:54])(=S)=[O:52].[Na+].[Na+]. (4) The reactants are [CH:1]([C:3]1[N:4]=[CH:5][NH:6][CH:7]=1)=[O:2].[C:8]1([CH3:18])[CH:13]=[CH:12][C:11]([S:14](Cl)(=[O:16])=[O:15])=[CH:10][CH:9]=1.C(N(CC)CC)C.CCCCCCC. The catalyst is CN(C)C(=O)C.O. The product is [S:14]([N:6]1[CH:7]=[C:3]([CH:1]=[O:2])[N:4]=[CH:5]1)([C:11]1[CH:12]=[CH:13][C:8]([CH3:18])=[CH:9][CH:10]=1)(=[O:16])=[O:15]. The yield is 0.850. (5) The reactants are [CH:1]([S:4]([C:7]1[CH:12]=[CH:11][C:10]([C:13]2[N:14]=[CH:15][C:16]([NH2:19])=[N:17][CH:18]=2)=[CH:9][CH:8]=1)(=[O:6])=[O:5])([CH3:3])[CH3:2].[Br:20]N1C(=O)CCC1=O.O. The catalyst is CN(C=O)C. The product is [Br:20][C:15]1[C:16]([NH2:19])=[N:17][CH:18]=[C:13]([C:10]2[CH:11]=[CH:12][C:7]([S:4]([CH:1]([CH3:3])[CH3:2])(=[O:5])=[O:6])=[CH:8][CH:9]=2)[N:14]=1. The yield is 0.620. (6) The reactants are [CH:1]([N:14]1[C:22]2[C:17](=[CH:18][C:19]([Cl:23])=[CH:20][CH:21]=2)[C:16]([CH2:24][CH2:25][O:26][C:27]2[CH:36]=[CH:35][C:30]([C:31]([O:33]C)=[O:32])=[CH:29][CH:28]=2)=[C:15]1[CH2:37][CH2:38][NH:39][S:40]([CH2:43]Cl)(=[O:42])=[O:41])([C:8]1[CH:13]=[CH:12][CH:11]=[CH:10][CH:9]=1)[C:2]1[CH:7]=[CH:6][CH:5]=[CH:4][CH:3]=1.[Cl:45][C:46]1[CH:47]=[C:48]([SH:53])[CH:49]=[CH:50][C:51]=1[F:52]. No catalyst specified. The product is [CH:1]([N:14]1[C:22]2[C:17](=[CH:18][C:19]([Cl:23])=[CH:20][CH:21]=2)[C:16]([CH2:24][CH2:25][O:26][C:27]2[CH:28]=[CH:29][C:30]([C:31]([OH:33])=[O:32])=[CH:35][CH:36]=2)=[C:15]1[CH2:37][CH2:38][NH:39][S:40]([CH2:43][S:53][C:48]1[CH:49]=[CH:50][C:51]([F:52])=[C:46]([Cl:45])[CH:47]=1)(=[O:41])=[O:42])([C:2]1[CH:3]=[CH:4][CH:5]=[CH:6][CH:7]=1)[C:8]1[CH:13]=[CH:12][CH:11]=[CH:10][CH:9]=1. The yield is 0.700.